From a dataset of Full USPTO retrosynthesis dataset with 1.9M reactions from patents (1976-2016). Predict the reactants needed to synthesize the given product. (1) Given the product [F:78][C:79]([F:84])([F:83])[C:80]([OH:82])=[O:81].[F:78][C:79]([F:84])([F:83])[C:80]([OH:82])=[O:81].[NH2:27][C@@H:26]([CH2:35][CH:36]([CH3:38])[CH3:37])[C:25]([NH:24][CH2:23][CH2:22][C:21]([O:20][CH2:19][C@@H:18]([O:17][C:15](=[O:16])[CH2:14][CH2:13][NH:12][C:10](=[O:11])[C@@H:9]([NH2:8])[CH2:74][CH:75]([CH3:77])[CH3:76])[CH2:41][O:42][C:43]1[CH:48]=[CH:47][C:46]([C:49]2[C:54]([C:55]#[N:56])=[C:53]([S:57][CH2:58][C:59]3[N:60]=[C:61]([C:64]4[CH:65]=[CH:66][C:67]([Cl:70])=[CH:68][CH:69]=4)[O:62][CH:63]=3)[N:52]=[C:51]([NH2:71])[C:50]=2[C:72]#[N:73])=[CH:45][CH:44]=1)=[O:40])=[O:39], predict the reactants needed to synthesize it. The reactants are: C(OC([NH:8][C@@H:9]([CH2:74][CH:75]([CH3:77])[CH3:76])[C:10]([NH:12][CH2:13][CH2:14][C:15]([O:17][C@@H:18]([CH2:41][O:42][C:43]1[CH:48]=[CH:47][C:46]([C:49]2[C:54]([C:55]#[N:56])=[C:53]([S:57][CH2:58][C:59]3[N:60]=[C:61]([C:64]4[CH:69]=[CH:68][C:67]([Cl:70])=[CH:66][CH:65]=4)[O:62][CH:63]=3)[N:52]=[C:51]([NH2:71])[C:50]=2[C:72]#[N:73])=[CH:45][CH:44]=1)[CH2:19][O:20][C:21](=[O:40])[CH2:22][CH2:23][NH:24][C:25](=[O:39])[C@H:26]([CH2:35][CH:36]([CH3:38])[CH3:37])[NH:27]C(=O)OC(C)(C)C)=[O:16])=[O:11])=O)(C)(C)C.[F:78][C:79]([F:84])([F:83])[C:80]([OH:82])=[O:81]. (2) Given the product [CH3:33][NH:34][C@@H:42]1[CH2:46][CH2:45][N:44]([C:9]2[CH:14]=[C:13]([N:15]3[CH:24]([CH3:25])[CH2:23][C:22]4[C:17](=[CH:18][C:19]([C:26]5[CH:27]=[N:28][N:29]([CH3:31])[CH:30]=5)=[CH:20][CH:21]=4)[CH2:16]3)[N:12]=[C:11]([NH2:32])[N:10]=2)[CH2:43]1, predict the reactants needed to synthesize it. The reactants are: C(O)(C(F)(F)F)=O.Cl[C:9]1[CH:14]=[C:13]([N:15]2[CH:24]([CH3:25])[CH2:23][C:22]3[C:17](=[CH:18][C:19]([C:26]4[CH:27]=[N:28][N:29]([CH3:31])[CH:30]=4)=[CH:20][CH:21]=3)[CH2:16]2)[N:12]=[C:11]([NH2:32])[N:10]=1.[CH3:33][N:34]([C@@H:42]1[CH2:46][CH2:45][NH:44][CH2:43]1)C(=O)OC(C)(C)C.